Dataset: Catalyst prediction with 721,799 reactions and 888 catalyst types from USPTO. Task: Predict which catalyst facilitates the given reaction. (1) Reactant: [F:1][C:2]1([F:22])[CH:5]([C:6]2[CH:11]=[CH:10][CH:9]=[CH:8][CH:7]=2)[N:4]([CH2:12][C:13]2[CH:18]=[CH:17][C:16]([O:19][CH3:20])=[CH:15][CH:14]=2)[C:3]1=[O:21].[NH3:23]. Product: [F:1][C:2]([F:22])([CH:5]([NH:4][CH2:12][C:13]1[CH:18]=[CH:17][C:16]([O:19][CH3:20])=[CH:15][CH:14]=1)[C:6]1[CH:11]=[CH:10][CH:9]=[CH:8][CH:7]=1)[C:3]([NH2:23])=[O:21]. The catalyst class is: 5. (2) Reactant: [C:1]([NH:4][C:5]([CH2:16][C:17]([C:19]1[CH:24]=[CH:23][C:22]([O:25][C:26]2[CH:31]=[CH:30][C:29]([C:32]3[N:33]=[C:34]([CH3:37])[O:35][CH:36]=3)=[CH:28][CH:27]=2)=[CH:21][CH:20]=1)=[O:18])([C:11](OCC)=[O:12])[C:6](OCC)=[O:7])(=[O:3])[CH3:2].OP([O-])([O-])=O.[K+].[K+].[BH4-].[Na+].[OH-].[Na+]. Product: [OH:12][CH2:11][C:5]([NH:4][C:1](=[O:3])[CH3:2])([CH2:6][OH:7])[CH2:16][CH:17]([OH:18])[C:19]1[CH:24]=[CH:23][C:22]([O:25][C:26]2[CH:31]=[CH:30][C:29]([C:32]3[N:33]=[C:34]([CH3:37])[O:35][CH:36]=3)=[CH:28][CH:27]=2)=[CH:21][CH:20]=1. The catalyst class is: 88.